From a dataset of Peptide-MHC class II binding affinity with 134,281 pairs from IEDB. Regression. Given a peptide amino acid sequence and an MHC pseudo amino acid sequence, predict their binding affinity value. This is MHC class II binding data. The peptide sequence is VSKGAPCRIPVIVAD. The MHC is DRB1_0901 with pseudo-sequence DRB1_0901. The binding affinity (normalized) is 0.595.